This data is from Forward reaction prediction with 1.9M reactions from USPTO patents (1976-2016). The task is: Predict the product of the given reaction. (1) Given the reactants C(O[C:4](=[O:12])[C:5]1[CH:10]=[CH:9][N:8]=[CH:7][C:6]=1Cl)C.[CH2:13]([O:15][C:16](=[O:19])[CH2:17][SH:18])[CH3:14].[H-].[Na+], predict the reaction product. The product is: [CH2:13]([O:15][C:16]([C:17]1[S:18][C:6]2=[CH:7][N:8]=[CH:9][CH:10]=[C:5]2[C:4]=1[OH:12])=[O:19])[CH3:14]. (2) The product is: [F:19][C:16]1[CH:17]=[CH:18][C:13]([O:12][CH:10]2[CH2:11][N:8]([C:4]3[CH:3]=[C:2]([NH:20][C:21]4[CH:22]=[C:23]([CH:28]=[CH:29][CH:30]=4)[C:24]([NH:26][CH3:27])=[O:25])[CH:7]=[CH:6][CH:5]=3)[CH2:9]2)=[CH:14][CH:15]=1. Given the reactants Br[C:2]1[CH:3]=[C:4]([N:8]2[CH2:11][CH:10]([O:12][C:13]3[CH:18]=[CH:17][C:16]([F:19])=[CH:15][CH:14]=3)[CH2:9]2)[CH:5]=[CH:6][CH:7]=1.[NH2:20][C:21]1[CH:22]=[C:23]([CH:28]=[CH:29][CH:30]=1)[C:24]([NH:26][CH3:27])=[O:25].C(=O)([O-])[O-].[Cs+].[Cs+].C1C=CC(P(C2C(C3C(P(C4C=CC=CC=4)C4C=CC=CC=4)=CC=C4C=3C=CC=C4)=C3C(C=CC=C3)=CC=2)C2C=CC=CC=2)=CC=1, predict the reaction product. (3) Given the reactants [Br:1][C:2]1[CH:7]=[C:6]([CH:8]([CH3:10])[CH3:9])[CH:5]=[CH:4][C:3]=1[C:11]1[CH:12]=[C:13]([C:22]#[N:23])[N:14]2[C:19](Cl)=[CH:18][C:17]([CH3:21])=[N:16][C:15]=12.[CH2:24]([CH:27]([NH2:31])[CH2:28][CH2:29][CH3:30])[CH2:25][CH3:26].C(N(CC)C(C)C)(C)C.C(=O)([O-])O.[Na+], predict the reaction product. The product is: [Br:1][C:2]1[CH:7]=[C:6]([CH:8]([CH3:10])[CH3:9])[CH:5]=[CH:4][C:3]=1[C:11]1[CH:12]=[C:13]([C:22]#[N:23])[N:14]2[C:19]([NH:31][CH:27]([CH2:28][CH2:29][CH3:30])[CH2:24][CH2:25][CH3:26])=[CH:18][C:17]([CH3:21])=[N:16][C:15]=12. (4) Given the reactants [NH2:1][C:2]1[CH:15]=[CH:14][C:5]([CH2:6][C:7]2[N:12]=[CH:11][N:10]=[C:9]([NH2:13])[CH:8]=2)=[CH:4][CH:3]=1.[CH2:16]([C:18]1[CH:23]=[CH:22][C:21]([N:24]=[C:25]=[O:26])=[CH:20][CH:19]=1)[CH3:17], predict the reaction product. The product is: [NH2:13][C:9]1[N:10]=[CH:11][N:12]=[C:7]([CH2:6][C:5]2[CH:14]=[CH:15][C:2]([NH:1][C:25]([NH:24][C:21]3[CH:22]=[CH:23][C:18]([CH2:16][CH3:17])=[CH:19][CH:20]=3)=[O:26])=[CH:3][CH:4]=2)[CH:8]=1. (5) The product is: [Cl:10][C:5]1[CH:6]=[N:7][CH:8]=[CH:9][C:4]=1[CH2:3][S:11][C:12]1[N:17]=[C:16]([OH:18])[CH:15]=[C:14]([C:19]([F:22])([F:20])[F:21])[N:13]=1. Given the reactants Br.Br[CH2:3][C:4]1[CH:9]=[CH:8][N:7]=[CH:6][C:5]=1[Cl:10].[SH:11][C:12]1[N:17]=[C:16]([OH:18])[CH:15]=[C:14]([C:19]([F:22])([F:21])[F:20])[N:13]=1.C(N(CC)CC)C, predict the reaction product. (6) Given the reactants [NH2:1][C:2]1[C:11]2[C:6](=[CH:7][CH:8]=[CH:9][CH:10]=2)[CH:5]=[CH:4][C:3]=1[C:12]([OH:21])([C:17]([F:20])([F:19])[F:18])[C:13]([F:16])([F:15])[F:14].[C:22](Cl)(=[O:29])[C:23]1[CH:28]=[CH:27][CH:26]=[N:25][CH:24]=1, predict the reaction product. The product is: [F:20][C:17]([F:18])([F:19])[C:12]([C:3]1[CH:4]=[CH:5][C:6]2[C:11](=[CH:10][CH:9]=[CH:8][CH:7]=2)[C:2]=1[NH:1][C:22](=[O:29])[C:23]1[CH:28]=[CH:27][CH:26]=[N:25][CH:24]=1)([OH:21])[C:13]([F:14])([F:15])[F:16]. (7) Given the reactants [OH:1][C:2]1[CH:7]=[CH:6][C:5]([N:8]2[C:13](=[O:14])[C:12]([CH2:15][C:16]3[CH:21]=[CH:20][C:19]([C:22]4[C:23]([C:28]#[N:29])=[CH:24][CH:25]=[CH:26][CH:27]=4)=[CH:18][CH:17]=3)=[C:11]([CH2:30][CH2:31][CH3:32])[N:10]=[C:9]2[CH3:33])=[CH:4][CH:3]=1.Br[C:35]([CH3:41])([CH3:40])[C:36]([O:38][CH3:39])=[O:37].C(=O)([O-])[O-].[Cs+].[Cs+].C(OCC)(=O)C, predict the reaction product. The product is: [C:28]([C:23]1[CH:24]=[CH:25][CH:26]=[CH:27][C:22]=1[C:19]1[CH:20]=[CH:21][C:16]([CH2:15][C:12]2[C:13](=[O:14])[N:8]([C:5]3[CH:4]=[CH:3][C:2]([O:1][C:35]([CH3:41])([CH3:40])[C:36]([O:38][CH3:39])=[O:37])=[CH:7][CH:6]=3)[C:9]([CH3:33])=[N:10][C:11]=2[CH2:30][CH2:31][CH3:32])=[CH:17][CH:18]=1)#[N:29]. (8) Given the reactants Cl[C:2]1[N:7]=[C:6]([N:8]2[CH2:13][CH2:12][O:11][CH2:10][CH2:9]2)[CH:5]=[C:4]([CH2:14][S:15]([CH:18]([CH3:20])[CH3:19])(=[O:17])=[O:16])[N:3]=1.O.[C:22]([O:26][C:27]([NH:29][C:30]1[CH:35]=[CH:34][C:33](B(O)O)=[CH:32][CH:31]=1)=[O:28])([CH3:25])([CH3:24])[CH3:23].C(=O)([O-])[O-].[Na+].[Na+], predict the reaction product. The product is: [CH:18]([S:15]([CH2:14][C:4]1[CH:5]=[C:6]([N:8]2[CH2:13][CH2:12][O:11][CH2:10][CH2:9]2)[N:7]=[C:2]([C:33]2[CH:32]=[CH:31][C:30]([NH:29][C:27](=[O:28])[O:26][C:22]([CH3:24])([CH3:23])[CH3:25])=[CH:35][CH:34]=2)[N:3]=1)(=[O:17])=[O:16])([CH3:20])[CH3:19]. (9) Given the reactants C[O:2][C:3](=[O:22])[C:4]1[CH:9]=[C:8]([O:10][CH2:11][CH2:12][C:13]2[CH:17]=[CH:16][S:15][CH:14]=2)[CH:7]=[C:6]([O:18][CH:19]([CH3:21])[CH3:20])[CH:5]=1.[OH-].[Na+], predict the reaction product. The product is: [CH:19]([O:18][C:6]1[CH:5]=[C:4]([CH:9]=[C:8]([O:10][CH2:11][CH2:12][C:13]2[CH:17]=[CH:16][S:15][CH:14]=2)[CH:7]=1)[C:3]([OH:22])=[O:2])([CH3:21])[CH3:20].